Task: Predict which catalyst facilitates the given reaction.. Dataset: Catalyst prediction with 721,799 reactions and 888 catalyst types from USPTO (1) Reactant: [Br:1][C:2]1[N:6]=[C:5]([N+:7]([O-])=O)[N:4]([CH2:10][C:11]2[CH:16]=[CH:15][C:14]([O:17][CH3:18])=[CH:13][CH:12]=2)[N:3]=1.N1[CH2:24][CH2:23][O:22][CH2:21][CH2:20]1.C1COCC1. Product: [Br:1][C:2]1[N:6]=[C:5]([N:7]2[CH2:24][CH2:23][O:22][CH2:21][CH2:20]2)[N:4]([CH2:10][C:11]2[CH:16]=[CH:15][C:14]([O:17][CH3:18])=[CH:13][CH:12]=2)[N:3]=1. The catalyst class is: 25. (2) Reactant: [N+]([C:4]1[CH:11]=[CH:10][CH:9]=[C:6]([C:7]#[N:8])[C:5]=1[C:12]#[N:13])([O-])=O.[NH2:14][C:15]1[CH:20]=[CH:19][CH:18]=[CH:17][C:16]=1[OH:21].C(=O)([O-])[O-].[K+].[K+].O. Product: [NH2:14][C:15]1[CH:20]=[CH:19][CH:18]=[CH:17][C:16]=1[O:21][C:11]1[CH:4]=[C:5]([C:12]#[N:13])[C:6](=[CH:9][CH:10]=1)[C:7]#[N:8]. The catalyst class is: 3. (3) Reactant: [N:1]12[CH2:8][CH2:7][CH:4]([CH2:5][CH2:6]1)[C@@H:3]([O:9][C:10](=[O:25])[NH:11][C:12]1[CH:17]=[C:16](Br)[CH:15]=[CH:14][C:13]=1[C:19]1[CH:24]=[CH:23][CH:22]=[CH:21][CH:20]=1)[CH2:2]2.[CH2:26]([N:29]1[C:33]2[CH:34]=[CH:35][C:36]([CH:38]=[O:39])=[CH:37][C:32]=2[O:31][C:30]1=[O:40])[CH:27]=[CH2:28].C1(C)C=CC=CC=1P(C1C=CC=CC=1C)C1C=CC=CC=1C.C(N(CC)C(C)C)(C)C. Product: [N:1]12[CH2:8][CH2:7][CH:4]([CH2:5][CH2:6]1)[C@@H:3]([O:9][C:10](=[O:25])[NH:11][C:12]1[CH:17]=[C:16](/[CH:28]=[CH:27]/[CH2:26][N:29]3[C:33]4[CH:34]=[CH:35][C:36]([CH:38]=[O:39])=[CH:37][C:32]=4[O:31][C:30]3=[O:40])[CH:15]=[CH:14][C:13]=1[C:19]1[CH:24]=[CH:23][CH:22]=[CH:21][CH:20]=1)[CH2:2]2. The catalyst class is: 524. (4) Reactant: [CH3:1][N:2]1[C:6]([CH2:7]O)=[CH:5][C:4]([N+:9]([O-:11])=[O:10])=[N:3]1.P(Br)(Br)[Br:13]. Product: [Br:13][CH2:7][C:6]1[N:2]([CH3:1])[N:3]=[C:4]([N+:9]([O-:11])=[O:10])[CH:5]=1. The catalyst class is: 22. (5) The catalyst class is: 5. Product: [F:1][C:2]1[CH:3]=[C:4]([N:15]2[CH2:19][C@H:18]([C:20]([NH2:28])=[O:21])[O:17][C:16]2=[O:27])[CH:5]=[C:6]([F:14])[C:7]=1[N:8]1[CH2:13][CH2:12][O:11][CH2:10][CH2:9]1. Reactant: [F:1][C:2]1[CH:3]=[C:4]([N:15]2[CH2:19][C@H:18]([C:20](OCCCC)=[O:21])[O:17][C:16]2=[O:27])[CH:5]=[C:6]([F:14])[C:7]=1[N:8]1[CH2:13][CH2:12][O:11][CH2:10][CH2:9]1.[NH3:28].